From a dataset of Peptide-MHC class I binding affinity with 185,985 pairs from IEDB/IMGT. Regression. Given a peptide amino acid sequence and an MHC pseudo amino acid sequence, predict their binding affinity value. This is MHC class I binding data. The peptide sequence is SITEVECFL. The MHC is HLA-A68:01 with pseudo-sequence HLA-A68:01. The binding affinity (normalized) is 0.0747.